This data is from Full USPTO retrosynthesis dataset with 1.9M reactions from patents (1976-2016). The task is: Predict the reactants needed to synthesize the given product. (1) Given the product [Br:17][C:18]1[CH:23]=[C:22]([CH2:24][CH2:25][CH3:26])[CH:21]=[C:20]([F:27])[C:19]=1[OH:28].[Br:30][C:31]1[CH:32]=[C:33]([F:40])[CH:34]=[C:35]([CH2:37][CH2:38][CH3:39])[CH:36]=1, predict the reactants needed to synthesize it. The reactants are: FC1C(F)=C(CCC)C=CC=1B(O)O.[F-].[K+].[Br:17][C:18]1[CH:23]=[C:22]([CH2:24][CH2:25][CH3:26])[CH:21]=[C:20]([F:27])[C:19]=1[O:28]C.[Br:30][C:31]1[CH:36]=[C:35]([CH2:37][CH2:38][CH3:39])[CH:34]=[C:33]([F:40])[C:32]=1O.S(OC)(OC)(=O)=O.C(=O)([O-])[O-].[K+].[K+]. (2) Given the product [ClH:24].[F:23][C:20]1[CH:19]=[CH:18][C:17]([S:14]([CH:11]2[CH2:12][CH2:13][NH:8][CH2:9][CH2:10]2)(=[O:15])=[O:16])=[CH:22][CH:21]=1, predict the reactants needed to synthesize it. The reactants are: C(OC([N:8]1[CH2:13][CH2:12][CH:11]([S:14]([C:17]2[CH:22]=[CH:21][C:20]([F:23])=[CH:19][CH:18]=2)(=[O:16])=[O:15])[CH2:10][CH2:9]1)=O)(C)(C)C.[ClH:24]. (3) Given the product [Cl:23][C:9]1[N:8]=[CH:7][N:6]=[C:5]2[NH:4][N:3]=[C:2]([CH3:1])[C:10]=12, predict the reactants needed to synthesize it. The reactants are: [CH3:1][C:2]1[N:3]=[N:4][C:5]2[C:10]=1[C:9](=O)[N:8]=[CH:7][N:6]=2.C(N(C(C)C)CC)(C)C.P(Cl)(Cl)([Cl:23])=O.